From a dataset of Forward reaction prediction with 1.9M reactions from USPTO patents (1976-2016). Predict the product of the given reaction. Given the reactants [N:1]1[C:10]2[C:5](=[C:6]3[CH:18]=[CH:17][CH:16]=[CH:15][C:7]3=[C:8]3[CH:14]=[CH:13][CH:12]=[CH:11][C:9]3=2)[N:4]=[CH:3][C:2]=1[C:19]1[CH:20]=[C:21](B2OC(C)(C)C(C)(C)O2)[CH:22]=[CH:23][CH:24]=1.I[C:51]1[C:52]2[O:53][C:54]3[CH:60]=[CH:59][CH:58]=[CH:57][C:55]=3[C:56]=2[C:48]([C:48]2[C:56]3[C:55]4[CH:57]=[CH:58][CH:59]=[CH:60][C:54]=4[O:53][C:52]=3[CH:51]=[CH:50][CH:49]=2)=[CH:49][CH:50]=1.C(=O)([O-])[O-].[Na+].[Na+].CO[CH2:69][CH2:70][O:71][CH3:72], predict the reaction product. The product is: [CH:5]1[C:6]2[C:7]3[CH:8]=[CH:14][CH:13]=[CH:12][C:72]=3[O:71][C:70]=2[C:69]([C:51]2[C:52]3[O:53][C:54]4[C:60]([C:21]5[CH:20]=[C:19]([C:2]6[CH:3]=[N:4][C:5]7[C:10](=[C:9]8[CH:11]=[CH:12][CH:13]=[CH:14][C:8]8=[C:7]8[CH:15]=[CH:16][CH:17]=[CH:18][C:6]8=7)[N:1]=6)[CH:24]=[CH:23][CH:22]=5)=[CH:59][CH:58]=[CH:57][C:55]=4[C:56]=3[CH:48]=[CH:49][CH:50]=2)=[CH:9][CH:10]=1.